This data is from Experimentally validated miRNA-target interactions with 360,000+ pairs, plus equal number of negative samples. The task is: Binary Classification. Given a miRNA mature sequence and a target amino acid sequence, predict their likelihood of interaction. (1) The miRNA is hsa-miR-544b with sequence ACCUGAGGUUGUGCAUUUCUAA. The protein sequence of the target gene is MSGEQQLDADLGSGVEVEEFSWEDYLEETGSTTVPYASFKHVDIRLQNGFAPGMKLEVALKNDPETYWVATIITACEQLLLLRYEGYGEDRKADFWCDIRKAGLYPIGWCQQNKKTLEAPEGIRDKVSDWNAFLQQTLIGACGPPVSLLEGLRNGRNPLDLIAPGSKLECQDFRDSLSTWLVTVVENIGGRLKLRYEGLESRDGFEHWLYYLDPFLHHIGWAAQQGCDLQPPLAIKHLKSEADWQEILAKVKEEEPLPSYLFKDKQVIGTHEFSINMKLEAVDPWSPFGISPATIAKVFD.... Result: 0 (no interaction). (2) The miRNA is cel-miR-1018 with sequence AGAGAGAUCAUUGGACUUACAG. The protein sequence of the target gene is MPPKFKRHLNDDDVTGSVKSERRNLLEDDSDEEEDFFLRGPSGPRFGPRNDKIKHVQNQVDEVIDVMQENITKVIERGERLDELQDKSESLSDNATAFSNRSKQLRRQMWWRGCKIKAIMALAAAILLLMIIILIVVKFRT. Result: 0 (no interaction). (3) The miRNA is rno-let-7c-5p with sequence UGAGGUAGUAGGUUGUAUGGUU. The protein sequence of the target gene is MAEVHRRQHARVKGEAPAKSSTLRDEEELGMASAETLTVFLKLLAAGFYGVSSFLIVVVNKSVLTNYRFPSSLCVGLGQMVATVAVLWVGKALRVVKFPDLDRNVPRKTFPLPLLYFGNQITGLFSTKKLNLPMFTVLRRFSILFTMFAEGVLLKKTFSWGIKMTVFAMIIGAFVAASSDLAFDLEGYAFILINDVLTAANGAYVKQKLDSKELGKYGLLYYNALFMILPTLAIAYFTGDAQKAVEFEGWADTLFLLQFTLSCVMGFILMYATVLCTQYNSALTTTIVGCIKNILITYIG.... Result: 0 (no interaction). (4) The miRNA is mmu-miR-329-3p with sequence AACACACCCAGCUAACCUUUUU. The protein sequence of the target gene is MMAATVVSRIRTGTGRAPVMWLSLSLVAVAAAVATEQQVPLVLWSSDRNLWAPVADTHEGHITSDMQLSTYLDPALELGPRNVLLFLQDKLSIEDFTAYGGVFGNKQDSAFSNLENALDLAPSSLVLPAVDWYAISTLTTYLQEKLGASPLHVDLATLKELKLNASLPALLLIRLPYTASSGLMAPREVLTGNDEVIGQVLSTLKSEDVPYTAALTAVRPSRVARDITMVAGGLGRQLLQTQVASPAIHPPVSYNDTAPRILFWAQNFSVAYKDEWKDLTSLTFGVENLNLTGSFWNDSF.... Result: 1 (interaction). (5) The miRNA is hsa-miR-323b-5p with sequence AGGUUGUCCGUGGUGAGUUCGCA. The protein sequence of the target gene is MAQAKINAKANEGRFCRSSSMADRSSRLLESLDQLELRVEALREAATAVEQEKEILLEMIHSIQNSQDMRQISDGEREELNLTANRLMGRTLTVEVSVETIRNPQQQESLKHATRIIDEVVNKFLDDLGNAKSHLMSLYSACSSEVPHGPVDQKFQSIVIGCALEDQKKIKRRLETLLRNIENSDKAIKLLEHSKGAGSKTLQQNAESRFN. Result: 0 (no interaction). (6) The miRNA is rno-let-7d-3p with sequence CUAUACGACCUGCUGCCUUUCU. The protein sequence of the target gene is MATLESPGMDDQAGDTETEALQSARWLYCGEPDDRQKAVLVQFSNGKLQNPGDMRFTLYNSTDLVNPRQRSHRIVAAETDRLSYVGNNFGTGALKCNALCRHFVGILNKTSGQMEVYDAELFNMQPLFAGMGTEVIKLGGQHLYLLAFCQPSKNLAEAGDLLLSRHRQGHCIAVLLDDDAIEREPPLENQNKTFRDKLDSCIEAFGSTKQKRSLNSRRMNKVGSESLNLSVAKAAESIIDTKGVNALVSDAMQDDLQDGVLYLPPCYADAAKPEDVYRFEDILSPAEYDALESPSEAFRK.... Result: 0 (no interaction). (7) The miRNA is mmu-miR-466q with sequence GUGCACACACACACAUACGU. The protein sequence of the target gene is MTQGKLSVANKAPGTEGQQQVHGEKKEAPAVPSAPPSYEEATSGEGMKAGAFPPAPTAVPLHPSWAYVDPSSSSSYDNGFPTGDHELFTTFSWDDQKVRRVFVRKVYTILLIQLLVTLAVVALFTFCDPVKDYVQANPGWYWASYAVFFATYLTLACCSGPRRHFPWNLILLTVFTLSMAYLTGMLSSYYNTTSVLLCLGITALVCLSVTVFSFQTKFDFTSCQGVLFVLLMTLFFSGLILAILLPFQYVPWLHAVYAALGAGVFTLFLALDTQLLMGNRRHSLSPEEYIFGALNIYLDI.... Result: 0 (no interaction).